From a dataset of Reaction yield outcomes from USPTO patents with 853,638 reactions. Predict the reaction yield, written as a fraction of the theoretical maximum amount of product (1.0 means a 100% yield; for example, 0.34 means a 34% yield). (1) The reactants are [CH3:1][N:2]1[CH:6]=[C:5]([C:7]2[S:15][C:14]3[C:9](=[N:10][CH:11]=[CH:12][C:13]=3[O:16][C:17]3[CH:22]=[CH:21][C:20]([NH2:23])=[CH:19][CH:18]=3)[CH:8]=2)[N:4]=[CH:3]1.[C:24]1([CH2:30][C:31]([N:33]=[C:34]=[S:35])=[O:32])[CH:29]=[CH:28][CH:27]=[CH:26][CH:25]=1. The catalyst is C1COCC1. The product is [CH3:1][N:2]1[CH:6]=[C:5]([C:7]2[S:15][C:14]3[C:9](=[N:10][CH:11]=[CH:12][C:13]=3[O:16][C:17]3[CH:22]=[CH:21][C:20]([NH:23][C:34]([NH:33][C:31](=[O:32])[CH2:30][C:24]4[CH:25]=[CH:26][CH:27]=[CH:28][CH:29]=4)=[S:35])=[CH:19][CH:18]=3)[CH:8]=2)[N:4]=[CH:3]1. The yield is 0.150. (2) The yield is 0.157. The reactants are [Cl-].C[Al+]C.[C:5](#[N:8])[CH2:6][CH3:7].[C:9]([C:13]1[CH:20]=[CH:19][C:16]([CH2:17][NH2:18])=[CH:15][CH:14]=1)([CH3:12])([CH3:11])[CH3:10].C([C:23](CC)([C:27]([O-])=[O:28])[C:24]([O-])=[O:25])C.C[O-].[Na+].Cl.CCN(C(C)C)C(C)C.[N:45]([CH2:48][C:49]([O:51]CC)=[O:50])=[C:46]=[O:47].[OH-].[Na+]. The catalyst is C1(C)C=CC=CC=1.ClCCl.O. The product is [CH3:11][C:9]([C:13]1[CH:14]=[CH:15][C:16]([CH2:17][N:18]2[C:24](=[O:25])[C:23]([C:46]([NH:45][CH2:48][C:49]([OH:51])=[O:50])=[O:47])=[C:27]([OH:28])[N:8]=[C:5]2[CH2:6][CH3:7])=[CH:19][CH:20]=1)([CH3:12])[CH3:10]. (3) The reactants are [NH2:1][C:2]1[CH:47]=[C:46]([N:48]2[CH2:53][CH2:52][N:51]([CH3:54])[CH2:50][CH2:49]2)[CH:45]=[CH:44][C:3]=1[C:4]([NH:6][C:7]1[C:15]2[C:10](=[CH:11][CH:12]=[C:13]([CH2:16][C:17]3[CH:22]=[C:21]([F:23])[CH:20]=[C:19]([F:24])[CH:18]=3)[CH:14]=2)[N:9](C(C2C=CC=CC=2)(C2C=CC=CC=2)C2C=CC=CC=2)[N:8]=1)=[O:5].[CH3:55][S:56]([Cl:59])(=[O:58])=[O:57].Cl. The catalyst is ClCCl.N1C=CC=CC=1.O1CCOCC1. The product is [ClH:59].[F:23][C:21]1[CH:22]=[C:17]([CH:18]=[C:19]([F:24])[CH:20]=1)[CH2:16][C:13]1[CH:14]=[C:15]2[C:10](=[CH:11][CH:12]=1)[NH:9][N:8]=[C:7]2[NH:6][C:4](=[O:5])[C:3]1[CH:44]=[CH:45][C:46]([N:48]2[CH2:53][CH2:52][N:51]([CH3:54])[CH2:50][CH2:49]2)=[CH:47][C:2]=1[NH:1][S:56]([CH3:55])(=[O:58])=[O:57]. The yield is 0.630. (4) The reactants are [OH:1][CH2:2][CH2:3][CH2:4][C:5]#[C:6][C:7]1[CH:12]=[C:11]([C:13]#[C:14][CH2:15][CH2:16][CH2:17][OH:18])[CH:10]=[C:9]([C:19]#[C:20][CH2:21][CH2:22][CH2:23][OH:24])[CH:8]=1. The catalyst is CO.[Pd]. The product is [OH:1][CH2:2][CH2:3][CH2:4][CH2:5][CH2:6][C:7]1[CH:12]=[C:11]([CH2:13][CH2:14][CH2:15][CH2:16][CH2:17][OH:18])[CH:10]=[C:9]([CH2:19][CH2:20][CH2:21][CH2:22][CH2:23][OH:24])[CH:8]=1. The yield is 0.960. (5) The reactants are [Cl-].[CH3:2][O:3][C:4](=[O:14])[C:5]1[CH:13]=[CH:12][C:8]([C:9]([OH:11])=O)=[CH:7][CH:6]=1.[NH2:15][C:16]1[CH:17]=[C:18]([CH:21]=[C:22]([Br:25])[C:23]=1O)[C:19]#[N:20]. The catalyst is O1CCOCC1. The product is [Br:25][C:22]1[C:23]2[O:11][C:9]([C:8]3[CH:7]=[CH:6][C:5]([C:4]([O:3][CH3:2])=[O:14])=[CH:13][CH:12]=3)=[N:15][C:16]=2[CH:17]=[C:18]([C:19]#[N:20])[CH:21]=1. The yield is 0.830.